This data is from Reaction yield outcomes from USPTO patents with 853,638 reactions. The task is: Predict the reaction yield, written as a fraction of the theoretical maximum amount of product (1.0 means a 100% yield; for example, 0.34 means a 34% yield). The reactants are [Cl:1][C:2]1[CH:8]=[C:7]([O:9][C:10]2[C:19]3[C:14](=[CH:15][C:16]([O:22][CH3:23])=[C:17]([O:20][CH3:21])[CH:18]=3)[N:13]=[CH:12][N:11]=2)[CH:6]=[CH:5][C:3]=1[NH2:4].C1(C)C=CC=CC=1.C(N(CC)CC)C.Cl[C:39](Cl)([O:41]C(=O)OC(Cl)(Cl)Cl)Cl.[Br:50][C:51]1[CH:59]=[CH:58][CH:57]=[CH:56][C:52]=1[CH:53]([OH:55])[CH3:54]. The catalyst is C(Cl)Cl. The product is [Cl:1][C:2]1[CH:8]=[C:7]([O:9][C:10]2[C:19]3[C:14](=[CH:15][C:16]([O:22][CH3:23])=[C:17]([O:20][CH3:21])[CH:18]=3)[N:13]=[CH:12][N:11]=2)[CH:6]=[CH:5][C:3]=1[NH:4][C:39](=[O:41])[O:55][CH:53]([C:52]1[CH:56]=[CH:57][CH:58]=[CH:59][C:51]=1[Br:50])[CH3:54]. The yield is 0.330.